This data is from Reaction yield outcomes from USPTO patents with 853,638 reactions. The task is: Predict the reaction yield, written as a fraction of the theoretical maximum amount of product (1.0 means a 100% yield; for example, 0.34 means a 34% yield). The reactants are [CH2:1]([O:8][C:9]([NH:11][C@@H:12]([CH2:21][CH3:22])[C:13](=[O:20])[CH2:14][C:15]([O:17][CH2:18][CH3:19])=[O:16])=[O:10])[C:2]1[CH:7]=[CH:6][CH:5]=[CH:4][CH:3]=1.[BH4-].[Na+].[Cl-].[NH4+]. The catalyst is CO. The product is [CH2:1]([O:8][C:9]([NH:11][C@@H:12]([CH2:21][CH3:22])[CH:13]([OH:20])[CH2:14][C:15]([O:17][CH2:18][CH3:19])=[O:16])=[O:10])[C:2]1[CH:3]=[CH:4][CH:5]=[CH:6][CH:7]=1. The yield is 0.890.